The task is: Regression. Given two drug SMILES strings and cell line genomic features, predict the synergy score measuring deviation from expected non-interaction effect.. This data is from NCI-60 drug combinations with 297,098 pairs across 59 cell lines. (1) Drug 1: CC1=C(C(=O)C2=C(C1=O)N3CC4C(C3(C2COC(=O)N)OC)N4)N. Drug 2: C1CCC(C(C1)N)N.C(=O)(C(=O)[O-])[O-].[Pt+4]. Cell line: COLO 205. Synergy scores: CSS=19.4, Synergy_ZIP=-5.21, Synergy_Bliss=-9.07, Synergy_Loewe=-14.5, Synergy_HSA=-10.3. (2) Drug 1: CC12CCC(CC1=CCC3C2CCC4(C3CC=C4C5=CN=CC=C5)C)O. Drug 2: C(CC(=O)O)C(=O)CN.Cl. Cell line: SK-MEL-28. Synergy scores: CSS=5.20, Synergy_ZIP=-4.90, Synergy_Bliss=-7.83, Synergy_Loewe=-10.1, Synergy_HSA=-9.42. (3) Drug 1: C1CN1C2=NC(=NC(=N2)N3CC3)N4CC4. Drug 2: CS(=O)(=O)OCCCCOS(=O)(=O)C. Cell line: MCF7. Synergy scores: CSS=6.86, Synergy_ZIP=-3.58, Synergy_Bliss=-2.13, Synergy_Loewe=-10.3, Synergy_HSA=-4.18. (4) Drug 1: CC12CCC3C(C1CCC2NC(=O)OCC(F)(F)F)CCC4C3(C=CC(=O)N4C)C. Drug 2: C1CC(CCC1OC2=C(C(=CC=C2)Cl)F)(CC3=NC(=CC=C3)NC4=NC=CS4)C(=O)O. Cell line: HCT116. Synergy scores: CSS=20.1, Synergy_ZIP=0.496, Synergy_Bliss=1.85, Synergy_Loewe=-2.94, Synergy_HSA=4.45. (5) Drug 1: C1=CC(=CC=C1CCC2=CNC3=C2C(=O)NC(=N3)N)C(=O)NC(CCC(=O)O)C(=O)O. Drug 2: C1CC(C1)(C(=O)O)C(=O)O.[NH2-].[NH2-].[Pt+2]. Cell line: UO-31. Synergy scores: CSS=15.0, Synergy_ZIP=-12.8, Synergy_Bliss=-10.8, Synergy_Loewe=-7.97, Synergy_HSA=-7.26. (6) Drug 1: CC12CCC3C(C1CCC2=O)CC(=C)C4=CC(=O)C=CC34C. Drug 2: CC1=C(N=C(N=C1N)C(CC(=O)N)NCC(C(=O)N)N)C(=O)NC(C(C2=CN=CN2)OC3C(C(C(C(O3)CO)O)O)OC4C(C(C(C(O4)CO)O)OC(=O)N)O)C(=O)NC(C)C(C(C)C(=O)NC(C(C)O)C(=O)NCCC5=NC(=CS5)C6=NC(=CS6)C(=O)NCCC[S+](C)C)O. Cell line: CAKI-1. Synergy scores: CSS=54.9, Synergy_ZIP=-7.11, Synergy_Bliss=-2.74, Synergy_Loewe=-3.71, Synergy_HSA=-0.630.